The task is: Predict the reaction yield, written as a fraction of the theoretical maximum amount of product (1.0 means a 100% yield; for example, 0.34 means a 34% yield).. This data is from Reaction yield outcomes from USPTO patents with 853,638 reactions. (1) The reactants are Br[C:2]1[N:7]=[C:6]2[N:8]([CH:12]([CH2:15][CH3:16])[CH2:13][CH3:14])[C:9]([OH:11])=[N:10][C:5]2=[N:4][CH:3]=1.[CH3:17][Si:18]([C:21]#[CH:22])([CH3:20])[CH3:19].C(N(CC)CC)C. The catalyst is CN(C=O)C. The product is [CH3:14][CH2:13][CH:12]([N:8]1[C:6]2=[N:7][C:2]([C:22]#[C:21][Si:18]([CH3:20])([CH3:19])[CH3:17])=[CH:3][N:4]=[C:5]2[N:10]=[C:9]1[OH:11])[CH2:15][CH3:16]. The yield is 0.800. (2) The reactants are Br[C:2]1[CH:3]=[C:4]([CH2:8][C:9]([O:11][CH3:12])=[O:10])[CH:5]=[CH:6][CH:7]=1.[CH3:13][N:14](C=O)C. The catalyst is [C-]#N.[Zn+2].[C-]#N.C1C=CC([P]([Pd]([P](C2C=CC=CC=2)(C2C=CC=CC=2)C2C=CC=CC=2)([P](C2C=CC=CC=2)(C2C=CC=CC=2)C2C=CC=CC=2)[P](C2C=CC=CC=2)(C2C=CC=CC=2)C2C=CC=CC=2)(C2C=CC=CC=2)C2C=CC=CC=2)=CC=1. The product is [C:13]([C:2]1[CH:3]=[C:4]([CH2:8][C:9]([O:11][CH3:12])=[O:10])[CH:5]=[CH:6][CH:7]=1)#[N:14]. The yield is 0.530. (3) The reactants are [CH:1]1([N:6]2[CH2:11][CH2:10][N:9]([C:12]3[CH:17]=[C:16]([N:18](C)[C:19](=O)C)[CH:15]=[CH:14][N:13]=3)[CH2:8][CH2:7]2)[CH2:5][CH2:4][CH2:3][CH2:2]1.[ClH:23]. The catalyst is O.O1CCOCC1. The product is [ClH:23].[CH:1]1([N:6]2[CH2:7][CH2:8][N:9]([C:12]3[CH:17]=[C:16]([NH:18][CH3:19])[CH:15]=[CH:14][N:13]=3)[CH2:10][CH2:11]2)[CH2:2][CH2:3][CH2:4][CH2:5]1. The yield is 0.720. (4) The reactants are [Cl:1][C:2]1[C:3]([C:28]2[C:36]3[C:31](=[CH:32][CH:33]=[CH:34][CH:35]=3)[N:30]([S:37]([C:40]3[CH:45]=[CH:44][CH:43]=[CH:42][CH:41]=3)(=[O:39])=[O:38])[CH:29]=2)=[N:4][C:5]([NH:8][CH:9]2[CH2:27][C:11]3([CH2:14][CH:13]([NH:15][C:16](=[O:26])[C:17]4[CH:22]=[CH:21][C:20]([N+:23]([O-])=O)=[CH:19][CH:18]=4)[CH2:12]3)[CH2:10]2)=[N:6][CH:7]=1.CO.[Sn](Cl)Cl.C([O-])(O)=O.[Na+]. The catalyst is CCOC(C)=O. The product is [NH2:23][C:20]1[CH:19]=[CH:18][C:17]([C:16]([NH:15][CH:13]2[CH2:14][C:11]3([CH2:10][CH:9]([NH:8][C:5]4[N:4]=[C:3]([C:28]5[C:36]6[C:31](=[CH:32][CH:33]=[CH:34][CH:35]=6)[N:30]([S:37]([C:40]6[CH:45]=[CH:44][CH:43]=[CH:42][CH:41]=6)(=[O:38])=[O:39])[CH:29]=5)[C:2]([Cl:1])=[CH:7][N:6]=4)[CH2:27]3)[CH2:12]2)=[O:26])=[CH:22][CH:21]=1. The yield is 0.410.